From a dataset of HIV replication inhibition screening data with 41,000+ compounds from the AIDS Antiviral Screen. Binary Classification. Given a drug SMILES string, predict its activity (active/inactive) in a high-throughput screening assay against a specified biological target. (1) The result is 0 (inactive). The molecule is CCC(C)C(NC(=O)C(CCCC(N)=O)NC(=O)CNC(=O)C(NC(=O)C(NC(=O)C(NC(=O)C(Cc1ccccc1)NC(=O)C(C)NC(=O)C(CCCNC(=N)N)NC(=O)CNC(=O)C1CCCN1C(=O)CNC(=O)C(CCCNC(=N)N)NC(=O)C(CCCC(N)=O)NC(=O)C(NC(=O)C(CCCNC(=N)N)NC(=O)C(NC(=O)C(COC1OC(CO)C(O)C(O)C1NC(C)=O)NC(=O)C(CCCCN)NC(=O)C(CCCNC(=N)N)NC(=O)C(NC(=O)C(CC(N)=O)NC(=O)C(N)CC(N)=O)C(C)O)C(C)CC)C(C)CC)C(C)C)C(C)O)C(C)CC)C(=O)NCC(N)=O. (2) The drug is CC12CCC(=O)N1c1cc([N+](=O)[O-])ccc1N2. The result is 0 (inactive). (3) The molecule is Cn1cnc([N+](=O)[O-])c1Sc1nc(N)nc2c1ncn2C1OC(CO)C(O)C1O. The result is 0 (inactive).